Dataset: Reaction yield outcomes from USPTO patents with 853,638 reactions. Task: Predict the reaction yield, written as a fraction of the theoretical maximum amount of product (1.0 means a 100% yield; for example, 0.34 means a 34% yield). (1) The reactants are Br[C:2]1[CH:3]=[C:4]([N:8]([CH2:23][CH:24]([O:29][Si](C(C)(C)C)(C)C)[C:25]([F:28])([F:27])[F:26])[CH2:9][C:10]2[CH:15]=[CH:14][CH:13]=[C:12]([O:16][C:17]([F:22])([F:21])[CH:18]([F:20])[F:19])[CH:11]=2)[CH:5]=[CH:6][CH:7]=1.C(=O)([O-])[O-].[Cs+].[Cs+].[Cl:43][C:44]1[CH:49]=[CH:48][C:47]([OH:50])=[CH:46][C:45]=1[CH2:51][CH3:52].C1(C(O)=O)C2C(=CC=CC=2)C=CC=1. The catalyst is CC(N(C)C)=O.C1(C)C=CC=CC=1. The product is [Cl:43][C:44]1[CH:49]=[CH:48][C:47]([O:50][C:2]2[CH:3]=[C:4]([N:8]([CH2:9][C:10]3[CH:15]=[CH:14][CH:13]=[C:12]([O:16][C:17]([F:22])([F:21])[CH:18]([F:19])[F:20])[CH:11]=3)[CH2:23][CH:24]([OH:29])[C:25]([F:27])([F:26])[F:28])[CH:5]=[CH:6][CH:7]=2)=[CH:46][C:45]=1[CH2:51][CH3:52]. The yield is 0.230. (2) The reactants are Cl.[NH:2]1[CH2:6][C@@H:5]([OH:7])[C@H:4]([OH:8])[CH2:3]1.O.C([O-])([O-])=O.[Na+].[Na+].CS(O[CH2:21][CH2:22][O:23][C:24]1[CH:29]=[CH:28][N:27]=[C:26]([C:30]([N:32]2[CH2:35][CH:34]([C:36]3[CH:41]=[CH:40][C:39]([O:42][CH2:43][C:44]4[CH:49]=[CH:48][C:47]([CH2:50][CH3:51])=[CH:46][CH:45]=4)=[C:38]([O:52][CH3:53])[CH:37]=3)[CH2:33]2)=[O:31])[CH:25]=1)(=O)=O. The catalyst is C(O)CC. The product is [OH:8][C@H:4]1[C@H:5]([OH:7])[CH2:6][N:2]([CH2:21][CH2:22][O:23][C:24]2[CH:29]=[CH:28][N:27]=[C:26]([C:30]([N:32]3[CH2:33][CH:34]([C:36]4[CH:41]=[CH:40][C:39]([O:42][CH2:43][C:44]5[CH:45]=[CH:46][C:47]([CH2:50][CH3:51])=[CH:48][CH:49]=5)=[C:38]([O:52][CH3:53])[CH:37]=4)[CH2:35]3)=[O:31])[CH:25]=2)[CH2:3]1. The yield is 0.700.